Dataset: Full USPTO retrosynthesis dataset with 1.9M reactions from patents (1976-2016). Task: Predict the reactants needed to synthesize the given product. The reactants are: [C:1]([C:5]1[CH:24]=[CH:23][C:8]([CH2:9][NH:10][C:11](=[O:22])[CH:12]([C:14]2[CH:19]=[CH:18][C:17]([NH2:20])=[C:16]([NH2:21])[CH:15]=2)[CH3:13])=[CH:7][CH:6]=1)([CH3:4])([CH3:3])[CH3:2].[CH:25](OCC)(OCC)OCC. Given the product [NH:20]1[C:17]2[CH:18]=[CH:19][C:14]([CH:12]([CH3:13])[C:11]([NH:10][CH2:9][C:8]3[CH:23]=[CH:24][C:5]([C:1]([CH3:2])([CH3:3])[CH3:4])=[CH:6][CH:7]=3)=[O:22])=[CH:15][C:16]=2[N:21]=[CH:25]1, predict the reactants needed to synthesize it.